From a dataset of Peptide-MHC class II binding affinity with 134,281 pairs from IEDB. Regression. Given a peptide amino acid sequence and an MHC pseudo amino acid sequence, predict their binding affinity value. This is MHC class II binding data. The peptide sequence is AVWVDGKARTAWVDS. The MHC is DRB1_0301 with pseudo-sequence DRB1_0301. The binding affinity (normalized) is 0.654.